This data is from NCI-60 drug combinations with 297,098 pairs across 59 cell lines. The task is: Regression. Given two drug SMILES strings and cell line genomic features, predict the synergy score measuring deviation from expected non-interaction effect. (1) Drug 1: CC1=C(C=C(C=C1)NC2=NC=CC(=N2)N(C)C3=CC4=NN(C(=C4C=C3)C)C)S(=O)(=O)N.Cl. Drug 2: CCC1(C2=C(COC1=O)C(=O)N3CC4=CC5=C(C=CC(=C5CN(C)C)O)N=C4C3=C2)O.Cl. Cell line: MOLT-4. Synergy scores: CSS=69.8, Synergy_ZIP=-0.0281, Synergy_Bliss=0.209, Synergy_Loewe=-27.0, Synergy_HSA=1.41. (2) Drug 1: C1CCC(C1)C(CC#N)N2C=C(C=N2)C3=C4C=CNC4=NC=N3. Drug 2: CC(C)(C#N)C1=CC(=CC(=C1)CN2C=NC=N2)C(C)(C)C#N. Cell line: ACHN. Synergy scores: CSS=4.22, Synergy_ZIP=-1.08, Synergy_Bliss=1.36, Synergy_Loewe=-0.992, Synergy_HSA=0.0884. (3) Drug 1: CCC1=CC2CC(C3=C(CN(C2)C1)C4=CC=CC=C4N3)(C5=C(C=C6C(=C5)C78CCN9C7C(C=CC9)(C(C(C8N6C)(C(=O)OC)O)OC(=O)C)CC)OC)C(=O)OC.C(C(C(=O)O)O)(C(=O)O)O. Drug 2: CC1=C(C(=CC=C1)Cl)NC(=O)C2=CN=C(S2)NC3=CC(=NC(=N3)C)N4CCN(CC4)CCO. Cell line: MDA-MB-231. Synergy scores: CSS=44.0, Synergy_ZIP=-9.78, Synergy_Bliss=1.19, Synergy_Loewe=2.91, Synergy_HSA=5.45. (4) Drug 1: C1=NC2=C(N1)C(=S)N=C(N2)N. Drug 2: C1=NNC2=C1C(=O)NC=N2. Cell line: K-562. Synergy scores: CSS=37.2, Synergy_ZIP=-3.14, Synergy_Bliss=-6.11, Synergy_Loewe=-25.6, Synergy_HSA=-4.59. (5) Drug 1: COC1=NC(=NC2=C1N=CN2C3C(C(C(O3)CO)O)O)N. Drug 2: C(CC(=O)O)C(=O)CN.Cl. Cell line: CAKI-1. Synergy scores: CSS=7.84, Synergy_ZIP=1.07, Synergy_Bliss=6.61, Synergy_Loewe=1.81, Synergy_HSA=2.55.